The task is: Predict the reactants needed to synthesize the given product.. This data is from Full USPTO retrosynthesis dataset with 1.9M reactions from patents (1976-2016). (1) Given the product [CH:1]12[CH2:7][CH:4]([CH:5]=[CH:6]1)[CH2:3][CH:2]2[NH:8][C:9](=[S:10])[NH:11][N:12]=[CH:13][C:14]1[CH:19]=[CH:18][C:17]([O:20][CH3:21])=[CH:16][CH:15]=1, predict the reactants needed to synthesize it. The reactants are: [CH:1]12[CH2:7][CH:4]([CH:5]=[CH:6]1)[CH2:3][CH:2]2[NH:8][C:9]([NH:11][NH2:12])=[S:10].[CH:13](=O)[C:14]1[CH:19]=[CH:18][C:17]([O:20][CH3:21])=[CH:16][CH:15]=1.C(O)(=O)C. (2) Given the product [CH:1]1[C:9]2[N:8]3[C:10]([C@@H:13]4[C@H:17]([CH3:18])[CH2:16][C@H:15]([N:20]5[CH2:25][CH2:24][CH:23]([C:26]#[N:27])[CH2:22][CH2:21]5)[CH2:14]4)=[CH:11][N:12]=[C:7]3[CH:6]=[N:5][C:4]=2[NH:3][CH:2]=1, predict the reactants needed to synthesize it. The reactants are: [CH:1]1[C:9]2[N:8]3[C:10]([C@@H:13]4[C@H:17]([CH3:18])[CH2:16][C:15](=O)[CH2:14]4)=[CH:11][N:12]=[C:7]3[CH:6]=[N:5][C:4]=2[NH:3][CH:2]=1.[NH:20]1[CH2:25][CH2:24][CH:23]([C:26]#[N:27])[CH2:22][CH2:21]1.C(O)(=O)C.C(O[BH-](OC(=O)C)OC(=O)C)(=O)C.[Na+]. (3) Given the product [F:14][C:12]([C:9]1[S:8][C:4]2[N:5]=[CH:6][N:7]=[C:2]([O:16][C@H:17]([CH2:23][C:24]3[CH:29]=[CH:28][CH:27]=[CH:26][C:25]=3[O:30][CH3:31])[C:18]([O:20][CH2:21][CH3:22])=[O:19])[C:3]=2[C:10]=1[I:11])([F:15])[CH3:13], predict the reactants needed to synthesize it. The reactants are: Cl[C:2]1[C:3]2[C:10]([I:11])=[C:9]([C:12]([F:15])([F:14])[CH3:13])[S:8][C:4]=2[N:5]=[CH:6][N:7]=1.[OH:16][C@H:17]([CH2:23][C:24]1[CH:29]=[CH:28][CH:27]=[CH:26][C:25]=1[O:30][CH3:31])[C:18]([O:20][CH2:21][CH3:22])=[O:19].C([O-])([O-])=O.[Cs+].[Cs+]. (4) Given the product [Cl:1][C:2]1[CH:7]=[CH:6][C:5]([CH:8]([C:15]2[C:23]3[C:18](=[C:19]([CH2:24][S:25][CH3:26])[CH:20]=[CH:21][CH:22]=3)[N:17]([C:27]([O:29][C:30]([CH3:32])([CH3:31])[CH3:33])=[O:28])[CH:16]=2)[CH:9]([CH3:34])[C:10]([O:12][CH2:13][CH3:14])=[O:11])=[CH:4][CH:3]=1, predict the reactants needed to synthesize it. The reactants are: [Cl:1][C:2]1[CH:7]=[CH:6][C:5]([CH:8]([C:15]2[C:23]3[C:18](=[C:19]([CH2:24][S:25][CH3:26])[CH:20]=[CH:21][CH:22]=3)[N:17]([C:27]([O:29][C:30]([CH3:33])([CH3:32])[CH3:31])=[O:28])[CH:16]=2)[CH2:9][C:10]([O:12][CH2:13][CH3:14])=[O:11])=[CH:4][CH:3]=1.[CH2:34](OC(=O)C(C)C(C1C2C(=C(CSC)C=CC=2)N(C(OC(C)(C)C)=O)C=1)C1C=CC(C(F)(F)F)=CC=1)C. (5) Given the product [Cl:12][C:13]1[CH:21]=[CH:20][C:16]([CH2:17][N:18]([CH3:19])[C:9](=[O:11])[CH2:8][C:5]2[CH:4]=[CH:3][C:2]([F:1])=[CH:7][CH:6]=2)=[CH:15][CH:14]=1, predict the reactants needed to synthesize it. The reactants are: [F:1][C:2]1[CH:7]=[CH:6][C:5]([CH2:8][C:9]([OH:11])=O)=[CH:4][CH:3]=1.[Cl:12][C:13]1[CH:21]=[CH:20][C:16]([CH2:17][NH:18][CH3:19])=[CH:15][CH:14]=1.CN(C(ON1N=NC2C=CC=CC1=2)=[N+](C)C)C.[B-](F)(F)(F)F.CCN(C(C)C)C(C)C. (6) Given the product [Cl:44][C:41]1[CH:42]=[CH:43][C:38]([C:22]2[CH:23]=[C:24]([C:25]3[CH:26]=[CH:27][C:28]([O:31][C:32]4[CH:37]=[CH:36][CH:35]=[CH:34][CH:33]=4)=[CH:29][CH:30]=3)[N:19]3[N:18]=[C:17]([C:15]([NH:14][CH:7]([CH2:8][OH:9])[C:6]([OH:46])=[O:5])=[O:16])[CH:45]=[C:20]3[N:21]=2)=[CH:39][CH:40]=1, predict the reactants needed to synthesize it. The reactants are: C([O:5][C:6](=[O:46])[CH:7]([NH:14][C:15]([C:17]1[CH:45]=[C:20]2[N:21]=[C:22]([C:38]3[CH:43]=[CH:42][C:41]([Cl:44])=[CH:40][CH:39]=3)[CH:23]=[C:24]([C:25]3[CH:30]=[CH:29][C:28]([O:31][C:32]4[CH:37]=[CH:36][CH:35]=[CH:34][CH:33]=4)=[CH:27][CH:26]=3)[N:19]2[N:18]=1)=[O:16])[CH2:8][O:9]C(C)(C)C)(C)(C)C.FC(F)(F)C(O)=O. (7) Given the product [CH3:15][N:2]([CH3:1])[CH2:3][CH2:4][CH2:5][O:6][C:7]1[CH:12]=[CH:11][C:10]([CH3:13])=[CH:9][C:8]=1[NH:14][C:27]([NH:35][C:36]1[CH:41]=[N:40][CH:39]=[CH:38][N:37]=1)=[O:33], predict the reactants needed to synthesize it. The reactants are: [CH3:1][N:2]([CH3:15])[CH2:3][CH2:4][CH2:5][O:6][C:7]1[CH:12]=[CH:11][C:10]([CH3:13])=[CH:9][C:8]=1[NH2:14].C(N(CC)CC)C.ClC(Cl)(O[C:27](=[O:33])OC(Cl)(Cl)Cl)Cl.[NH2:35][C:36]1[CH:41]=[N:40][CH:39]=[CH:38][N:37]=1. (8) Given the product [CH3:1][C:2]1[CH:3]=[C:4]([CH2:9][CH2:10][C:11]2[CH:19]=[CH:18][C:14]([C:15]([OH:17])=[O:16])=[C:13]([NH:20][C:21]3[CH:26]=[CH:25][C:24]([F:27])=[CH:23][CH:22]=3)[CH:12]=2)[CH:5]=[CH:6][C:7]=1[CH3:8], predict the reactants needed to synthesize it. The reactants are: [CH3:1][C:2]1[CH:3]=[C:4](/[CH:9]=[CH:10]/[C:11]2[CH:19]=[CH:18][C:14]([C:15]([OH:17])=[O:16])=[C:13]([NH:20][C:21]3[CH:26]=[CH:25][C:24]([F:27])=[CH:23][CH:22]=3)[CH:12]=2)[CH:5]=[CH:6][C:7]=1[CH3:8].C(OCC)(=O)C.